This data is from Reaction yield outcomes from USPTO patents with 853,638 reactions. The task is: Predict the reaction yield, written as a fraction of the theoretical maximum amount of product (1.0 means a 100% yield; for example, 0.34 means a 34% yield). (1) The reactants are [CH2:1]([C:4]1[CH:5]=[CH:6][C:7]2[NH:13][C:12](=[O:14])[CH2:11][C:10]3[C:15]4[C:20]([NH:21][C:9]=3[C:8]=2[CH:26]=1)=[CH:19][CH:18]=[C:17]([C:22]([F:25])([F:24])[F:23])[CH:16]=4)[CH:2]=[CH2:3].[OH2:27]. The catalyst is CN(C=O)C.Cl[Pd]Cl. The product is [O:27]=[C:2]([CH3:3])[CH2:1][C:4]1[CH:5]=[CH:6][C:7]2[NH:13][C:12](=[O:14])[CH2:11][C:10]3[C:15]4[C:20]([NH:21][C:9]=3[C:8]=2[CH:26]=1)=[CH:19][CH:18]=[C:17]([C:22]([F:25])([F:23])[F:24])[CH:16]=4. The yield is 0.690. (2) The reactants are [N:1]1[N:5]2[C:6]([C:10]3[CH:11]=[C:12]([NH:16][C:17](=[O:28])[C:18]4[CH:23]=[CH:22][CH:21]=[C:20]([C:24]([F:27])([F:26])[F:25])[CH:19]=4)[CH:13]=[CH:14][CH:15]=3)=[CH:7][CH:8]=[N:9][C:4]2=[CH:3][CH:2]=1.C([BH3-])#N.[Na+]. The catalyst is C(O)(=O)C. The product is [N:1]1[N:5]2[C:6]([C:10]3[CH:11]=[C:12]([NH:16][C:17](=[O:28])[C:18]4[CH:23]=[CH:22][CH:21]=[C:20]([C:24]([F:25])([F:26])[F:27])[CH:19]=4)[CH:13]=[CH:14][CH:15]=3)=[CH:7][CH2:8][NH:9][C:4]2=[CH:3][CH:2]=1. The yield is 0.680. (3) The catalyst is CC(O)C.C1C=CC(/C=C/C(/C=C/C2C=CC=CC=2)=O)=CC=1.C1C=CC(/C=C/C(/C=C/C2C=CC=CC=2)=O)=CC=1.[Pd].CC1(C)C2C(=C(P(C3C=CC=CC=3)C3C=CC=CC=3)C=CC=2)OC2C(P(C3C=CC=CC=3)C3C=CC=CC=3)=CC=CC1=2. The yield is 0.800. The product is [BrH:1].[CH2:32]([S:33][C:2]1[CH:3]=[C:4]([CH2:8][CH2:9][NH2:10])[CH:5]=[CH:6][CH:7]=1)[C:26]1[CH:31]=[CH:30][CH:29]=[CH:28][CH:27]=1. The reactants are [Br:1][C:2]1[CH:3]=[C:4]([CH2:8][CH2:9][NH2:10])[CH:5]=[CH:6][CH:7]=1.O1CCOCC1.C(N(C(C)C)CC)(C)C.[C:26]1([CH2:32][SH:33])[CH:31]=[CH:30][CH:29]=[CH:28][CH:27]=1. (4) The reactants are [C:1](#[N:8])[CH2:2][CH2:3][CH2:4][CH2:5][C:6]#[N:7].N.[H][H].[O-2].[Al+3].[O-2].[O-2].[Al+3].[Si](=O)=O.[O-2].[Ca+2]. The catalyst is [Fe]. The product is [NH2:7][CH2:6][CH2:5][CH2:4][CH2:3][CH2:2][CH2:1][NH2:8].[NH2:7][CH:6]1[CH2:5][CH2:4][CH2:3][CH2:2][CH:1]1[NH2:8]. The yield is 0.981. (5) The reactants are [Cl:1][C:2]1[CH:37]=[CH:36][C:5]2[N:6](CC3C=CC(OC)=CC=3)[C:7](=[O:26])[CH:8]([CH2:18][C:19]3[CH:24]=[CH:23][CH:22]=[CH:21][C:20]=3[CH3:25])[N:9]=[C:10]([C:11]3[CH:16]=[CH:15][C:14]([F:17])=[CH:13][CH:12]=3)[C:4]=2[CH:3]=1.C1(OC)C=CC=CC=1.[Al+3].[Cl-].[Cl-].[Cl-]. The catalyst is ClC(Cl)C.C(OCC)(=O)C. The product is [Cl:1][C:2]1[CH:37]=[CH:36][C:5]2[NH:6][C:7](=[O:26])[CH:8]([CH2:18][C:19]3[CH:24]=[CH:23][CH:22]=[CH:21][C:20]=3[CH3:25])[N:9]=[C:10]([C:11]3[CH:16]=[CH:15][C:14]([F:17])=[CH:13][CH:12]=3)[C:4]=2[CH:3]=1. The yield is 0.800. (6) The reactants are [Cl:1][C:2]1[CH:3]=[C:4]2[CH:10]=[CH:9][NH:8][C:5]2=[N:6][CH:7]=1.[C:11]([O:15][C:16](=[O:35])[N:17]([C:27]1[CH:32]=[CH:31][C:30]([CH:33]=[O:34])=[CH:29][N:28]=1)[CH2:18][C:19]1[CH:20]=[N:21][C:22]([O:25][CH3:26])=[CH:23][CH:24]=1)([CH3:14])([CH3:13])[CH3:12].COC1N=CC(C=O)=CC=1.[OH-].[K+]. The catalyst is CO.O. The product is [C:11]([O:15][C:16](=[O:35])[N:17]([C:27]1[CH:32]=[CH:31][C:30]([CH:33]([C:10]2[C:4]3[C:5](=[N:6][CH:7]=[C:2]([Cl:1])[CH:3]=3)[NH:8][CH:9]=2)[OH:34])=[CH:29][N:28]=1)[CH2:18][C:19]1[CH:20]=[N:21][C:22]([O:25][CH3:26])=[CH:23][CH:24]=1)([CH3:14])([CH3:12])[CH3:13]. The yield is 0.370. (7) The reactants are [CH2:1]([NH2:4])[CH2:2][NH2:3].N1C=CC=CC=1.[Cl:11][C:12]1[CH:17]=[CH:16][CH:15]=[CH:14][C:13]=1[N:18]1[C:22](=[O:23])[NH:21][N:20]=[C:19]1[C:24]1[S:40][C:27]2[C:28]3[CH:36]=[CH:35][C:34]([C:37](Cl)=[O:38])=[CH:33][C:29]=3[O:30][CH2:31][CH2:32][C:26]=2[CH:25]=1. The catalyst is C1COCC1.O. The yield is 0.200. The product is [NH2:3][CH2:2][CH2:1][NH:4][C:37]([C:34]1[CH:35]=[CH:36][C:28]2[C:27]3[S:40][C:24]([C:19]4[N:18]([C:13]5[CH:14]=[CH:15][CH:16]=[CH:17][C:12]=5[Cl:11])[C:22](=[O:23])[NH:21][N:20]=4)=[CH:25][C:26]=3[CH2:32][CH2:31][O:30][C:29]=2[CH:33]=1)=[O:38].